From a dataset of Full USPTO retrosynthesis dataset with 1.9M reactions from patents (1976-2016). Predict the reactants needed to synthesize the given product. (1) The reactants are: C[Si]([N-][Si](C)(C)C)(C)C.[Na+].[CH:11]1([SH:16])[CH2:15][CH2:14][CH2:13][CH2:12]1.Cl[C:18]1[N:22]([C:23]2[CH:28]=[CH:27][C:26]([C:29]([O:31][CH3:32])=[O:30])=[CH:25][CH:24]=2)[N:21]=[CH:20][C:19]=1[C:33]([O:35][C:36]([CH3:39])([CH3:38])[CH3:37])=[O:34]. Given the product [CH:11]1([S:16][C:18]2[N:22]([C:23]3[CH:28]=[CH:27][C:26]([C:29]([O:31][CH3:32])=[O:30])=[CH:25][CH:24]=3)[N:21]=[CH:20][C:19]=2[C:33]([O:35][C:36]([CH3:39])([CH3:38])[CH3:37])=[O:34])[CH2:15][CH2:14][CH2:13][CH2:12]1, predict the reactants needed to synthesize it. (2) Given the product [CH3:19][O:20][C:21]([C:22]1[CH:23]=[C:24]2[C:25]([CH:28]=[C:29]([CH2:30][CH2:31][O:32][CH:33]3[CH2:38][CH2:37][CH2:36][CH2:35][O:34]3)[NH:39]2)=[CH:26][CH:27]=1)=[O:43], predict the reactants needed to synthesize it. The reactants are: [F-].C([N+](CCCC)(CCCC)CCCC)CCC.[CH3:19][O:20][C:21](=[O:43])[C:22]1[CH:27]=[CH:26][C:25]([C:28]#[C:29][CH2:30][CH2:31][O:32][CH:33]2[CH2:38][CH2:37][CH2:36][CH2:35][O:34]2)=[C:24]([NH:39]C(=O)C)[CH:23]=1.